Task: Predict which catalyst facilitates the given reaction.. Dataset: Catalyst prediction with 721,799 reactions and 888 catalyst types from USPTO (1) Reactant: [CH3:1][O:2][C:3]1[C:8](B(O)O)=[CH:7][CH:6]=[CH:5][N:4]=1.Br[C:13]1[CH:18]=[CH:17][C:16]([C@H:19]([N:21]2[C:29](=[O:30])[C:28]3[C:23](=[CH:24][CH:25]=[CH:26][CH:27]=3)[C:22]2=[O:31])[CH3:20])=[CH:15][CH:14]=1.C(=O)([O-])[O-].[Na+].[Na+]. Product: [CH3:1][O:2][C:3]1[C:8]([C:13]2[CH:14]=[CH:15][C:16]([C@H:19]([N:21]3[C:22](=[O:31])[C:23]4[C:28](=[CH:27][CH:26]=[CH:25][CH:24]=4)[C:29]3=[O:30])[CH3:20])=[CH:17][CH:18]=2)=[CH:7][CH:6]=[CH:5][N:4]=1. The catalyst class is: 276. (2) Reactant: [Cl:1][C:2]1[C:15]([N:16]2[C:20](=[O:21])[NH:19][C:18]([C:22]3[CH:27]=[CH:26][C:25]([I:28])=[CH:24][CH:23]=3)=[N:17]2)=[CH:14][C:5]([CH2:6][NH:7]C(=O)C(F)(F)F)=[C:4]([F:29])[CH:3]=1.[OH-].[K+].O. Product: [NH2:7][CH2:6][C:5]1[C:4]([F:29])=[CH:3][C:2]([Cl:1])=[C:15]([N:16]2[C:20](=[O:21])[NH:19][C:18]([C:22]3[CH:23]=[CH:24][C:25]([I:28])=[CH:26][CH:27]=3)=[N:17]2)[CH:14]=1. The catalyst class is: 1. (3) Reactant: [Cl:1][C:2]1[CH:12]=[C:11]([Cl:13])[C:10]([S:14]([NH:17][C:18]2[CH:23]=[CH:22][CH:21]=[CH:20][C:19]=2[F:24])(=[O:16])=[O:15])=[CH:9][C:3]=1[C:4]([O:6]CC)=[O:5].C(O)C.[OH-].[Na+].Cl. Product: [Cl:1][C:2]1[CH:12]=[C:11]([Cl:13])[C:10]([S:14]([NH:17][C:18]2[CH:23]=[CH:22][CH:21]=[CH:20][C:19]=2[F:24])(=[O:16])=[O:15])=[CH:9][C:3]=1[C:4]([OH:6])=[O:5]. The catalyst class is: 6. (4) Reactant: [Br:1][C:2]1[C:7]([OH:8])=[CH:6][CH:5]=[C:4]([I:9])[N:3]=1.[C:10]([O-])([O-])=O.[K+].[K+].IC.O. Product: [Br:1][C:2]1[C:7]([O:8][CH3:10])=[CH:6][CH:5]=[C:4]([I:9])[N:3]=1. The catalyst class is: 3. (5) Reactant: [Cl:1][C:2]1[N:7]=[C:6]([C:8]([F:11])([F:10])[F:9])[C:5]([C:12](Cl)=[O:13])=[CH:4][N:3]=1.Cl.[CH:16]1([CH2:20][NH2:21])[CH2:19][CH2:18][CH2:17]1.C(N(CC)C(C)C)(C)C.O. Product: [CH:16]1([CH2:20][NH:21][C:12]([C:5]2[C:6]([C:8]([F:11])([F:10])[F:9])=[N:7][C:2]([Cl:1])=[N:3][CH:4]=2)=[O:13])[CH2:19][CH2:18][CH2:17]1. The catalyst class is: 4. (6) Reactant: N1([C:6]([O:8][C:9]2[CH:14]=[CH:13][C:12]([CH3:15])=[CH:11][C:10]=2[O:16][CH2:17][CH3:18])=[O:7])C=CN=C1.[OH:19][C@H:20]1[CH2:24][N:23]([C:25]([C:27]2[CH:32]=[CH:31][CH:30]=[CH:29][CH:28]=2)=[O:26])[C@@H:22]2[CH2:33][CH2:34][NH:35][C@H:21]12. Product: [C:25]([N:23]1[C@H:22]2[C@H:21]([N:35]([C:6]([O:8][C:9]3[CH:14]=[CH:13][C:12]([CH3:15])=[CH:11][C:10]=3[O:16][CH2:17][CH3:18])=[O:7])[CH2:34][CH2:33]2)[C@@H:20]([OH:19])[CH2:24]1)(=[O:26])[C:27]1[CH:32]=[CH:31][CH:30]=[CH:29][CH:28]=1. The catalyst class is: 7. (7) Reactant: [CH3:1][N:2]([CH2:13][C:14]1[NH:18][C:17]2[CH:19]=[CH:20][CH:21]=[C:22]([N+:23]([O-])=O)[C:16]=2[N:15]=1)[CH:3]1[C:12]2[N:11]=[CH:10][CH:9]=[CH:8][C:7]=2[CH2:6][CH2:5][CH2:4]1. Product: [NH2:23][C:22]1[C:16]2[N:15]=[C:14]([CH2:13][N:2]([CH3:1])[CH:3]3[C:12]4[N:11]=[CH:10][CH:9]=[CH:8][C:7]=4[CH2:6][CH2:5][CH2:4]3)[NH:18][C:17]=2[CH:19]=[CH:20][CH:21]=1. The catalyst class is: 14. (8) Reactant: [F:1][C:2]1[C:3]([CH3:11])=[C:4]([CH:8]=[CH:9][CH:10]=1)[C:5](O)=O.[CH3:12][O:13][C:14]1[CH:15]=[C:16]2[C:21](=[CH:22][C:23]=1[O:24][CH3:25])[N:20]=[CH:19][C:18]([C:26]#[N:27])=[C:17]2[CH3:28].[Li+].C[Si]([N-:34][Si](C)(C)C)(C)C.C([O-])(=O)C.[NH4+].[OH-].[NH4+]. Product: [F:1][C:2]1[C:3]([CH3:11])=[C:4]([C:5]2[CH:28]=[C:17]3[C:18](=[C:26]([NH2:34])[N:27]=2)[CH:19]=[N:20][C:21]2[CH:22]=[C:23]([O:24][CH3:25])[C:14]([O:13][CH3:12])=[CH:15][C:16]3=2)[CH:8]=[CH:9][CH:10]=1. The catalyst class is: 1. (9) Reactant: C([O:4][CH2:5][CH2:6][CH2:7][N:8]1[C:13](=[O:14])[C:12]2[N:15]([CH2:30][C:31]3[CH:36]=[CH:35][C:34]([Cl:37])=[CH:33][CH:32]=3)[C:16]([C:19]3[CH:24]=[CH:23][CH:22]=[C:21]([O:25][C:26]([F:29])([F:28])[F:27])[CH:20]=3)=[C:17]([CH3:18])[C:11]=2[N:10]([CH3:38])[C:9]1=[O:39])(=O)C.O[Li].O. Product: [Cl:37][C:34]1[CH:35]=[CH:36][C:31]([CH2:30][N:15]2[C:12]3[C:13](=[O:14])[N:8]([CH2:7][CH2:6][CH2:5][OH:4])[C:9](=[O:39])[N:10]([CH3:38])[C:11]=3[C:17]([CH3:18])=[C:16]2[C:19]2[CH:24]=[CH:23][CH:22]=[C:21]([O:25][C:26]([F:27])([F:28])[F:29])[CH:20]=2)=[CH:32][CH:33]=1. The catalyst class is: 569.